The task is: Regression. Given two drug SMILES strings and cell line genomic features, predict the synergy score measuring deviation from expected non-interaction effect.. This data is from NCI-60 drug combinations with 297,098 pairs across 59 cell lines. (1) Drug 1: CC1C(C(CC(O1)OC2CC(OC(C2O)C)OC3=CC4=CC5=C(C(=O)C(C(C5)C(C(=O)C(C(C)O)O)OC)OC6CC(C(C(O6)C)O)OC7CC(C(C(O7)C)O)OC8CC(C(C(O8)C)O)(C)O)C(=C4C(=C3C)O)O)O)O. Drug 2: C(CN)CNCCSP(=O)(O)O. Cell line: HL-60(TB). Synergy scores: CSS=36.0, Synergy_ZIP=-0.423, Synergy_Bliss=1.56, Synergy_Loewe=-42.3, Synergy_HSA=-0.0971. (2) Drug 1: CC12CCC(CC1=CCC3C2CCC4(C3CC=C4C5=CN=CC=C5)C)O. Drug 2: CCC1=CC2CC(C3=C(CN(C2)C1)C4=CC=CC=C4N3)(C5=C(C=C6C(=C5)C78CCN9C7C(C=CC9)(C(C(C8N6C)(C(=O)OC)O)OC(=O)C)CC)OC)C(=O)OC.C(C(C(=O)O)O)(C(=O)O)O. Cell line: OVCAR-8. Synergy scores: CSS=30.0, Synergy_ZIP=5.48, Synergy_Bliss=9.22, Synergy_Loewe=-6.93, Synergy_HSA=9.06. (3) Drug 1: C1=NC2=C(N1)C(=S)N=C(N2)N. Drug 2: CC1CCC2CC(C(=CC=CC=CC(CC(C(=O)C(C(C(=CC(C(=O)CC(OC(=O)C3CCCCN3C(=O)C(=O)C1(O2)O)C(C)CC4CCC(C(C4)OC)OCCO)C)C)O)OC)C)C)C)OC. Cell line: A498. Synergy scores: CSS=28.9, Synergy_ZIP=-3.33, Synergy_Bliss=0.453, Synergy_Loewe=-4.58, Synergy_HSA=3.52. (4) Drug 1: CN(C(=O)NC(C=O)C(C(C(CO)O)O)O)N=O. Drug 2: CC12CCC3C(C1CCC2OP(=O)(O)O)CCC4=C3C=CC(=C4)OC(=O)N(CCCl)CCCl.[Na+]. Cell line: HCT116. Synergy scores: CSS=16.6, Synergy_ZIP=0.934, Synergy_Bliss=4.64, Synergy_Loewe=0.413, Synergy_HSA=3.93. (5) Drug 1: CC(CN1CC(=O)NC(=O)C1)N2CC(=O)NC(=O)C2. Drug 2: CC1=CC2C(CCC3(C2CCC3(C(=O)C)OC(=O)C)C)C4(C1=CC(=O)CC4)C. Cell line: UO-31. Synergy scores: CSS=12.8, Synergy_ZIP=-4.60, Synergy_Bliss=-1.83, Synergy_Loewe=-2.61, Synergy_HSA=-0.919.